From a dataset of Reaction yield outcomes from USPTO patents with 853,638 reactions. Predict the reaction yield, written as a fraction of the theoretical maximum amount of product (1.0 means a 100% yield; for example, 0.34 means a 34% yield). (1) The reactants are [Cl:1][C:2]1[CH:7]=[CH:6][C:5]([N:8]=[C:9]=[O:10])=[CH:4][C:3]=1[C:11]([F:14])([F:13])[F:12].[NH2:15][C:16]([CH3:22])([CH2:20][OH:21])[C:17](O)=[O:18].Cl. The catalyst is O1CCOCC1. The product is [Cl:1][C:2]1[CH:7]=[CH:6][C:5]([N:8]2[C:17](=[O:18])[C:16]([CH2:20][OH:21])([CH3:22])[NH:15][C:9]2=[O:10])=[CH:4][C:3]=1[C:11]([F:12])([F:13])[F:14]. The yield is 0.410. (2) The reactants are [CH2:1]([O:8][C:9]([NH:11][CH:12]([CH2:20][C:21]1[CH:26]=[CH:25][C:24]([OH:27])=[C:23]([O:28][CH3:29])[CH:22]=1)[C:13]([O:15][C:16]([CH3:19])([CH3:18])[CH3:17])=[O:14])=[O:10])[C:2]1[CH:7]=[CH:6][CH:5]=[CH:4][CH:3]=1.[CH2:30]([O:37][C:38]1[CH:46]=[CH:45][C:41]([C:42](Cl)=[O:43])=[CH:40][CH:39]=1)[CH2:31][CH2:32][CH2:33][CH2:34][CH2:35][CH3:36]. The catalyst is C(Cl)Cl. The product is [CH2:30]([O:37][C:38]1[CH:39]=[CH:40][C:41]([C:42]([O:27][C:24]2[CH:25]=[CH:26][C:21]([CH2:20][CH:12]([NH:11][C:9]([O:8][CH2:1][C:2]3[CH:3]=[CH:4][CH:5]=[CH:6][CH:7]=3)=[O:10])[C:13]([O:15][C:16]([CH3:17])([CH3:19])[CH3:18])=[O:14])=[CH:22][C:23]=2[O:28][CH3:29])=[O:43])=[CH:45][CH:46]=1)[CH2:31][CH2:32][CH2:33][CH2:34][CH2:35][CH3:36]. The yield is 0.750. (3) The reactants are [O:1]=[C:2]1[CH:6]=[C:5]([C@H:7]2[CH2:12][CH2:11][N:10](C(OC)=O)[C@@H:9]([CH2:17][C:18]3[CH:23]=[CH:22][C:21]([O:24][C:25]([F:28])([F:27])[F:26])=[CH:20][CH:19]=3)[CH2:8]2)[O:4][NH:3]1.Br. No catalyst specified. The product is [F:28][C:25]([F:26])([F:27])[O:24][C:21]1[CH:22]=[CH:23][C:18]([CH2:17][C@H:9]2[CH2:8][C@@H:7]([C:5]3[O:4][NH:3][C:2](=[O:1])[CH:6]=3)[CH2:12][CH2:11][NH:10]2)=[CH:19][CH:20]=1. The yield is 0.0940. (4) The reactants are C([O-])=O.[K+].C(O)=O.O.[CH3:9][O:10][C:11]1[CH:12]=[C:13]2[C:18](=[CH:19][C:20]=1[O:21][CH3:22])[N:17]=[CH:16][CH:15]=[C:14]2[O:23][C:24]1[CH:29]=[CH:28][C:27]([N+:30]([O-])=O)=[CH:26][CH:25]=1. The catalyst is [Pd].O1CCCC1. The product is [CH3:9][O:10][C:11]1[CH:12]=[C:13]2[C:18](=[CH:19][C:20]=1[O:21][CH3:22])[N:17]=[CH:16][CH:15]=[C:14]2[O:23][C:24]1[CH:25]=[CH:26][C:27]([NH2:30])=[CH:28][CH:29]=1. The yield is 0.970. (5) The reactants are C(OC([N:6]1[CH:10]=[C:9]([C:11]2[C:12]3[CH:19]=[CH:18][N:17]([CH2:20][O:21][CH2:22][CH2:23][Si:24]([CH3:27])([CH3:26])[CH3:25])[C:13]=3[N:14]=[CH:15][N:16]=2)[CH:8]=[N:7]1)C)C.Cl.[OH-].[Na+]. The catalyst is C1COCC1.O. The product is [NH:6]1[CH:10]=[C:9]([C:11]2[C:12]3[CH:19]=[CH:18][N:17]([CH2:20][O:21][CH2:22][CH2:23][Si:24]([CH3:27])([CH3:26])[CH3:25])[C:13]=3[N:14]=[CH:15][N:16]=2)[CH:8]=[N:7]1. The yield is 0.739. (6) The reactants are [H-].[Na+].[N:3]1[CH:8]=[CH:7][CH:6]=[C:5]([C:9]#[C:10][CH2:11][NH:12][C:13](=[O:19])[O:14][C:15]([CH3:18])([CH3:17])[CH3:16])[CH:4]=1.I[CH3:21]. The yield is 0.600. The catalyst is C1COCC1. The product is [CH3:21][N:12]([CH2:11][C:10]#[C:9][C:5]1[CH:4]=[N:3][CH:8]=[CH:7][CH:6]=1)[C:13](=[O:19])[O:14][C:15]([CH3:16])([CH3:18])[CH3:17].